Predict the product of the given reaction. From a dataset of Forward reaction prediction with 1.9M reactions from USPTO patents (1976-2016). (1) Given the reactants [N+:1]([C:4]1[C:5]([N:26]2C(=O)C3C(=CC=CC=3)C2=O)=[CH:6][C:7]2[CH2:8][CH:9]([N:14]3[CH2:19][CH2:18][N:17]([C:20](=[O:25])C(F)(F)F)[CH2:16][CH2:15]3)[CH2:10][CH2:11][C:12]=2[CH:13]=1)([O-:3])=[O:2].NN.C1(=O)OC(=O)C2=CC=CC=C12.[CH3:50][C:51]([O:54]C(OC([O:54][C:51]([CH3:53])([CH3:52])[CH3:50])=O)=O)([CH3:53])[CH3:52].C(=O)(O)[O-].[Na+], predict the reaction product. The product is: [NH2:26][C:5]1[CH:6]=[C:7]2[C:12]([CH2:11][CH2:10][CH:9]([N:14]3[CH2:19][CH2:18][N:17]([C:20]([O:54][C:51]([CH3:53])([CH3:52])[CH3:50])=[O:25])[CH2:16][CH2:15]3)[CH2:8]2)=[CH:13][C:4]=1[N+:1]([O-:3])=[O:2]. (2) Given the reactants [OH:1][CH2:2][C@@H:3]1[CH2:7][CH2:6][CH2:5][NH:4]1.[H-].[Na+].[O:10]1[C:14]2[CH:15]=[CH:16][CH:17]=[CH:18][C:13]=2[CH:12]=[C:11]1[C:19]1[N:23]2[N:24]=[C:25](Cl)[CH:26]=[CH:27][C:22]2=[N:21][CH:20]=1, predict the reaction product. The product is: [O:10]1[C:14]2[CH:15]=[CH:16][CH:17]=[CH:18][C:13]=2[CH:12]=[C:11]1[C:19]1[N:23]2[N:24]=[C:25]([O:1][CH2:2][C@@H:3]3[CH2:7][CH2:6][CH2:5][NH:4]3)[CH:26]=[CH:27][C:22]2=[N:21][CH:20]=1. (3) Given the reactants [Cl:1][C:2]1[CH:3]=[C:4]2[C:8](=[CH:9][CH:10]=1)[N:7]([C:11](=[O:13])[CH3:12])[CH2:6][CH2:5]2.[Cl:14][S:15](O)(=[O:17])=[O:16], predict the reaction product. The product is: [C:11]([N:7]1[C:8]2[C:4](=[CH:3][C:2]([Cl:1])=[C:10]([S:15]([Cl:14])(=[O:17])=[O:16])[CH:9]=2)[CH2:5][CH2:6]1)(=[O:13])[CH3:12].